From a dataset of Forward reaction prediction with 1.9M reactions from USPTO patents (1976-2016). Predict the product of the given reaction. (1) Given the reactants [OH:1][C:2]1[C:11]2[C:6](=[CH:7][CH:8]=[CH:9][CH:10]=2)[C@:5]([CH3:17])([CH2:12][CH2:13][CH:14]([CH3:16])[CH3:15])[C:4](=[O:18])[C:3]=1[C:19]1[NH:24][C:23]2[CH:25]=[CH:26][C:27]([NH:29]C(=O)OC(C)(C)C)=[CH:28][C:22]=2[S:21](=[O:38])(=[O:37])[N:20]=1.[ClH:39], predict the reaction product. The product is: [ClH:39].[NH2:29][C:27]1[CH:26]=[CH:25][C:23]2[NH:24][C:19]([C:3]3[C:4](=[O:18])[C@@:5]([CH3:17])([CH2:12][CH2:13][CH:14]([CH3:16])[CH3:15])[C:6]4[C:11]([C:2]=3[OH:1])=[CH:10][CH:9]=[CH:8][CH:7]=4)=[N:20][S:21](=[O:38])(=[O:37])[C:22]=2[CH:28]=1. (2) Given the reactants [CH2:1]([P:7](=[O:10])([OH:9])[OH:8])[CH2:2][P:3](=[O:6])([OH:5])[OH:4].C(Cl)(=O)C(Cl)=O.[F:17][C:18]1([F:34])[C@H:22]([OH:23])[C@@H:21]([CH2:24]O)[O:20][C@H:19]1[N:26]1[CH:33]=[CH:32][C:30]([NH2:31])=[N:29][C:27]1=[O:28], predict the reaction product. The product is: [CH2:1]([P:7]([O:9][CH2:24][C@H:21]1[O:20][C@@H:19]([N:26]2[CH:33]=[CH:32][C:30]([NH2:31])=[N:29][C:27]2=[O:28])[C:18]([F:17])([F:34])[C@@H:22]1[OH:23])(=[O:8])[OH:10])[CH2:2][P:3](=[O:5])([OH:4])[OH:6]. (3) Given the reactants [NH2:1][C:2]1[CH:3]=[N:4][CH:5]=[CH:6][C:7]=1[OH:8].CCN(C(C)C)C(C)C.[C:18]1([S:24](Cl)(=[O:26])=[O:25])[CH:23]=[CH:22][CH:21]=[CH:20][CH:19]=1, predict the reaction product. The product is: [OH:8][C:7]1[CH:6]=[CH:5][N:4]=[CH:3][C:2]=1[NH:1][S:24]([C:18]1[CH:23]=[CH:22][CH:21]=[CH:20][CH:19]=1)(=[O:26])=[O:25].